Dataset: Forward reaction prediction with 1.9M reactions from USPTO patents (1976-2016). Task: Predict the product of the given reaction. (1) The product is: [CH2:1]([C:3]1[S:7][C:6]2[N:8]([CH2:32][C:33]3[CH:34]=[CH:35][C:36]([C:39]4[C:40]([C:45]#[N:46])=[CH:41][CH:42]=[CH:43][CH:44]=4)=[CH:37][CH:38]=3)[C:9](=[O:19])[C:10]([CH2:11][CH2:12][C:13]3[CH:14]=[CH:15][CH:16]=[CH:17][CH:18]=3)=[C:20]([OH:22])[C:5]=2[CH:4]=1)[CH3:2]. Given the reactants [CH2:1]([C:3]1[S:7][C:6]([NH:8][C:9](=[O:19])[CH2:10][CH2:11][CH2:12][C:13]2[CH:18]=[CH:17][CH:16]=[CH:15][CH:14]=2)=[C:5]([C:20]([O:22]C)=O)[CH:4]=1)[CH3:2].CN(C)C=O.[H-].[Na+].Br[CH2:32][C:33]1[CH:38]=[CH:37][C:36]([C:39]2[C:40]([C:45]#[N:46])=[CH:41][CH:42]=[CH:43][CH:44]=2)=[CH:35][CH:34]=1, predict the reaction product. (2) The product is: [NH2:1][CH2:4][CH:5]([NH:13][CH2:14][CH2:15][C:16]([O:18][CH2:19][CH3:20])=[O:17])[C:6]1[CH:11]=[CH:10][CH:9]=[CH:8][CH:7]=1. Given the reactants [N+:1]([CH:4]=[CH:5][C:6]1[CH:11]=[CH:10][CH:9]=[CH:8][CH:7]=1)([O-])=O.Cl.[NH2:13][CH2:14][CH2:15][C:16]([O:18][CH2:19][CH3:20])=[O:17].C(N(CC)C(C)C)(C)C, predict the reaction product. (3) Given the reactants [C:1]([N:5]1[C:9]([CH3:10])=[CH:8][C:7]([CH3:11])=[N:6]1)([CH3:4])([CH3:3])[CH3:2].[Cl:12][S:13](O)(=[O:15])=[O:14].S(Cl)(Cl)=O, predict the reaction product. The product is: [C:1]([N:5]1[C:9]([CH3:10])=[C:8]([S:13]([Cl:12])(=[O:15])=[O:14])[C:7]([CH3:11])=[N:6]1)([CH3:4])([CH3:3])[CH3:2]. (4) Given the reactants Br[C:2]1[C:3](=[O:28])[NH:4][C:5](=[O:27])[N:6]([CH2:8][CH2:9][CH2:10][N:11]2[CH2:16][C@H:15]3[C@:13]([C:17]4[CH:22]=[CH:21][C:20]([C:23]([F:26])([F:25])[F:24])=[CH:19][CH:18]=4)([CH2:14]3)[CH2:12]2)[N:7]=1.[CH3:29][C:30]1[CH:35]=[C:34](B2OC(C)(C)C(C)(C)O2)[CH:33]=[CH:32][N:31]=1.C(=O)([O-])[O-].[Na+].[Na+].C1(C2C=CC=CC=2)C=CC=CC=1P(C1CCCCC1)C1CCCCC1, predict the reaction product. The product is: [CH3:29][C:30]1[CH:35]=[C:34]([C:2]2[C:3](=[O:28])[NH:4][C:5](=[O:27])[N:6]([CH2:8][CH2:9][CH2:10][N:11]3[CH2:16][C@H:15]4[C@:13]([C:17]5[CH:22]=[CH:21][C:20]([C:23]([F:24])([F:25])[F:26])=[CH:19][CH:18]=5)([CH2:14]4)[CH2:12]3)[N:7]=2)[CH:33]=[CH:32][N:31]=1. (5) Given the reactants [H-].[Na+].[CH3:3][C:4]1([CH3:16])[C:13](=[O:14])[C:12]2[C:7](=[CH:8][CH:9]=[CH:10][CH:11]=2)[NH:6][C:5]1=[O:15].[CH3:17]I.[NH4+].[Cl-], predict the reaction product. The product is: [CH3:17][N:6]1[C:7]2[C:12](=[CH:11][CH:10]=[CH:9][CH:8]=2)[C:13](=[O:14])[C:4]([CH3:16])([CH3:3])[C:5]1=[O:15]. (6) The product is: [Cl:18][C:19]1[CH:27]=[CH:26][C:25]([N+:28]([O-:30])=[O:29])=[CH:24][C:20]=1[C:21]([NH:7][C:6]1[CH:8]=[C:2]([Cl:1])[CH:3]=[CH:4][C:5]=1[N+:9]([O-:11])=[O:10])=[O:22]. Given the reactants [Cl:1][C:2]1[CH:3]=[CH:4][C:5]([N+:9]([O-:11])=[O:10])=[C:6]([CH:8]=1)[NH2:7].N1C=CC=CC=1.[Cl:18][C:19]1[CH:27]=[CH:26][C:25]([N+:28]([O-:30])=[O:29])=[CH:24][C:20]=1[C:21](Cl)=[O:22], predict the reaction product. (7) Given the reactants [CH:1]([C:3]1[CH:4]=[C:5]([CH:9]=[C:10]([C:16]([O:18][CH2:19][CH3:20])=[O:17])[C:11]([O:13][CH2:14][CH3:15])=[O:12])[CH:6]=[CH:7][CH:8]=1)=[O:2].[CH2:21](O)[CH2:22][OH:23], predict the reaction product. The product is: [O:2]1[CH2:21][CH2:22][O:23][CH:1]1[C:3]1[CH:4]=[C:5]([CH:9]=[C:10]([C:11]([O:13][CH2:14][CH3:15])=[O:12])[C:16]([O:18][CH2:19][CH3:20])=[O:17])[CH:6]=[CH:7][CH:8]=1.